From a dataset of Experimentally validated miRNA-target interactions with 360,000+ pairs, plus equal number of negative samples. Binary Classification. Given a miRNA mature sequence and a target amino acid sequence, predict their likelihood of interaction. The miRNA is hsa-miR-4679 with sequence UCUGUGAUAGAGAUUCUUUGCU. The protein sequence of the target gene is MAGERPPLRGPGPGEAPGEGPGGAGGGPGRGRPSSYRALRSAVSSLARVDDFDCAEKIGAGFFSEVYKVRHRQSGQVMVLKMNKLPSNRSNTLREVQLMNRLRHPNILRFMGVCVHQGQLHALTEYMNGGTLEQLLSSPEPLSWPVRLHLALDIAQGLRYLHAKGVFHRDLTSKNCLVRREDRGFTAVVGDFGLAEKIPVYREGTRKEPLAVVGSPYWMAPEVLRGELYDEKADVFAFGIVLCELIARVPADPDYLPRTEDFGLDVPAFRTLVGNDCPLPFLLLAIHCCSMEPSTRAPFT.... Result: 0 (no interaction).